Dataset: Reaction yield outcomes from USPTO patents with 853,638 reactions. Task: Predict the reaction yield, written as a fraction of the theoretical maximum amount of product (1.0 means a 100% yield; for example, 0.34 means a 34% yield). The reactants are [CH2:1]([C:3]1[NH:4][C:5](=[O:27])[C:6]([CH2:12][C:13]2[CH:18]=[CH:17][C:16]([C:19]3[C:20]([C:25]#[N:26])=[CH:21][CH:22]=[CH:23][CH:24]=3)=[CH:15][CH:14]=2)=[C:7]([CH2:9][CH2:10][CH3:11])[N:8]=1)[CH3:2].[CH3:28][C:29]([CH3:42])([CH3:41])[CH2:30][O:31][C:32]1[N:37]=[CH:36][C:35](B(O)O)=[CH:34][CH:33]=1.N1C=CC=CC=1.C(N(CC)CC)C. The product is [CH3:28][C:29]([CH3:42])([CH3:41])[CH2:30][O:31][C:32]1[N:37]=[CH:36][C:35]([N:4]2[C:5](=[O:27])[C:6]([CH2:12][C:13]3[CH:18]=[CH:17][C:16]([C:19]4[C:20]([C:25]#[N:26])=[CH:21][CH:22]=[CH:23][CH:24]=4)=[CH:15][CH:14]=3)=[C:7]([CH2:9][CH2:10][CH3:11])[N:8]=[C:3]2[CH2:1][CH3:2])=[CH:34][CH:33]=1. The yield is 0.120. The catalyst is C([O-])(=O)C.[Cu+2].C([O-])(=O)C.C(OCC)(=O)C.C(Cl)Cl.